Dataset: CYP2D6 inhibition data for predicting drug metabolism from PubChem BioAssay. Task: Regression/Classification. Given a drug SMILES string, predict its absorption, distribution, metabolism, or excretion properties. Task type varies by dataset: regression for continuous measurements (e.g., permeability, clearance, half-life) or binary classification for categorical outcomes (e.g., BBB penetration, CYP inhibition). Dataset: cyp2d6_veith. (1) The drug is C[C@H]1/C=C\C=C/C=C\C=C/C=C\C=C/C=C\[C@@H](O[C@H]2O[C@@H](C)[C@@H](O)[C@@H](N)[C@@H]2O)C[C@@H]2O[C@](O)(C[C@@H](O)C[C@@H](O)[C@@H](O)CC[C@@H](O)C[C@@H](O)CC(=O)O[C@@H](C)[C@@H](C)[C@H]1O)C[C@@H](O)[C@H]2C(=O)O. The result is 0 (non-inhibitor). (2) The compound is COc1ccccc1C(=O)N/C(=C/c1ccc(Br)cc1)C(=O)NCC(=O)O. The result is 0 (non-inhibitor). (3) The compound is CC(C)CN1CCC2(CC1)CCN(C(=O)c1csnn1)CC2. The result is 1 (inhibitor). (4) The drug is CCOC(=O)C1CCN(C(=O)C2CCN(S(=O)(=O)N3CCCC3)CC2)CC1. The result is 0 (non-inhibitor).